This data is from Full USPTO retrosynthesis dataset with 1.9M reactions from patents (1976-2016). The task is: Predict the reactants needed to synthesize the given product. (1) Given the product [Cl:29][C:30]1[CH:35]=[C:34]([N:21]([C:19]2[C:18]([CH:26]3[CH2:28][CH2:27]3)=[CH:17][C:11]3[C:12]([C:13]([NH:15][CH3:16])=[O:14])=[C:8]([C:5]4[CH:6]=[CH:7][C:2]([Cl:1])=[CH:3][CH:4]=4)[O:9][C:10]=3[CH:20]=2)[S:22]([CH3:25])(=[O:23])=[O:24])[CH:33]=[CH:32][C:31]=1[N+:37]([O-:39])=[O:38], predict the reactants needed to synthesize it. The reactants are: [Cl:1][C:2]1[CH:7]=[CH:6][C:5]([C:8]2[O:9][C:10]3[CH:20]=[C:19]([NH:21][S:22]([CH3:25])(=[O:24])=[O:23])[C:18]([CH:26]4[CH2:28][CH2:27]4)=[CH:17][C:11]=3[C:12]=2[C:13]([NH:15][CH3:16])=[O:14])=[CH:4][CH:3]=1.[Cl:29][C:30]1[CH:35]=[C:34](F)[CH:33]=[CH:32][C:31]=1[N+:37]([O-:39])=[O:38].C(=O)([O-])[O-].[K+].[K+]. (2) The reactants are: Cl[C:2]1[C:7]([N+:8]([O-:10])=[O:9])=[C:6]([Cl:11])[N:5]=[C:4](C)[C:3]=1[C:13]([OH:15])=[O:14].[CH2:16](N(CC)CC)[CH3:17].[NH3:23].O1CCOCC1. Given the product [CH2:16]([O:15][C:13]([C:3]1[CH:4]=[N:5][C:6]([Cl:11])=[C:7]([N+:8]([O-:10])=[O:9])[C:2]=1[NH2:23])=[O:14])[CH3:17], predict the reactants needed to synthesize it. (3) Given the product [Cl:11][C:3]1[CH:4]=[C:5]([O:9][CH3:10])[C:6]([Cl:8])=[CH:7][C:2]=1[CH:53]([C:54]([O:56][CH2:57][CH3:58])=[O:55])[C:52]([O:60][CH2:61][CH3:62])=[O:59], predict the reactants needed to synthesize it. The reactants are: Br[C:2]1[CH:7]=[C:6]([Cl:8])[C:5]([O:9][CH3:10])=[CH:4][C:3]=1[Cl:11].C(=O)([O-])[O-].[Cs+].[Cs+].C1(P(C2CCCCC2)C2C=CC=CC=2C2C(C(C)C)=CC(C(C)C)=CC=2C(C)C)CCCCC1.[C:52]([O:60][CH2:61][CH3:62])(=[O:59])[CH2:53][C:54]([O:56][CH2:57][CH3:58])=[O:55]. (4) Given the product [F:19][CH:17]([F:18])[O:16][C:12]1[CH:11]=[C:10]([C:9](=[O:20])[CH2:6][C:2]#[N:1])[CH:15]=[CH:14][CH:13]=1, predict the reactants needed to synthesize it. The reactants are: [NH2:1][C:2]1[CH:6]=CNN=1.CO[C:9](=[O:20])[C:10]1[CH:15]=[CH:14][CH:13]=[C:12]([O:16][CH:17]([F:19])[F:18])[CH:11]=1.